Predict the reaction yield, written as a fraction of the theoretical maximum amount of product (1.0 means a 100% yield; for example, 0.34 means a 34% yield). From a dataset of Reaction yield outcomes from USPTO patents with 853,638 reactions. (1) The reactants are [F:1][C:2]([F:17])([CH:14]([F:16])[F:15])[CH2:3][O:4][C:5]1[CH:6]=[CH:7][C:8]([C:11](O)=[O:12])=[N:9][CH:10]=1.C(Cl)(=O)C([Cl:21])=O.CN(C)C=O. The catalyst is ClCCl. The product is [F:1][C:2]([F:17])([CH:14]([F:16])[F:15])[CH2:3][O:4][C:5]1[CH:6]=[CH:7][C:8]([C:11]([Cl:21])=[O:12])=[N:9][CH:10]=1. The yield is 0.860. (2) The reactants are [F:1][C:2]1[CH:7]=[CH:6][CH:5]=[CH:4][C:3]=1[C:8]1[N:9]=[C:10]([CH2:29][N:30](C)[C:31](=O)OC(C)(C)C)[S:11][C:12]=1[S:13]([C:16]1[CH:21]=[CH:20][CH:19]=[C:18]([C:22]([N:24]2[CH2:28][CH2:27][CH2:26][CH2:25]2)=[O:23])[CH:17]=1)(=[O:15])=[O:14].C(OCC)(=O)C.[ClH:45]. The catalyst is C(O)C. The product is [ClH:45].[F:1][C:2]1[CH:7]=[CH:6][CH:5]=[CH:4][C:3]=1[C:8]1[N:9]=[C:10]([CH2:29][NH:30][CH3:31])[S:11][C:12]=1[S:13]([C:16]1[CH:21]=[CH:20][CH:19]=[C:18]([C:22]([N:24]2[CH2:25][CH2:26][CH2:27][CH2:28]2)=[O:23])[CH:17]=1)(=[O:15])=[O:14]. The yield is 0.490. (3) The reactants are [CH3:1][O:2][C:3]1[CH:4]=[C:5]2[C:9](=[CH:10][C:11]=1[O:12][CH3:13])[C:8](=[O:14])O[C:6]2=[O:15].[NH2:16][CH2:17][C:18]([OH:20])=[O:19]. The catalyst is C1(C)C=CC=CC=1. The product is [CH3:13][O:12][C:11]1[CH:10]=[C:9]2[C:5](=[CH:4][C:3]=1[O:2][CH3:1])[C:6](=[O:15])[N:16]([CH2:17][C:18]([OH:20])=[O:19])[C:8]2=[O:14]. The yield is 0.540. (4) The reactants are O[N:2]1[CH2:7][CH2:6][CH2:5][CH2:4][CH2:3]1.C(N(CC)CC)C.[OH:15][C:16]12[C:27]3[C:22](=[CH:23][C:24](F)=[CH:25][CH:26]=3)[C:21](=[O:29])[C:20]1([OH:30])[C:19]1[CH:31]=[CH:32][C:33]([CH:35]([CH3:37])[CH3:36])=[CH:34][C:18]=1[O:17]2.CN(C)C=[O:41]. No catalyst specified. The product is [OH:15][C:16]12[C:27]3[C:22](=[CH:23][C:24]([N:2]4[CH2:7][CH2:6][CH2:5][CH2:4][CH:3]4[OH:41])=[CH:25][CH:26]=3)[C:21](=[O:29])[C:20]1([OH:30])[C:19]1[CH:31]=[CH:32][C:33]([CH:35]([CH3:37])[CH3:36])=[CH:34][C:18]=1[O:17]2. The yield is 0.100.